This data is from Full USPTO retrosynthesis dataset with 1.9M reactions from patents (1976-2016). The task is: Predict the reactants needed to synthesize the given product. Given the product [Br:1][C:2]1[CH:3]=[N:4][N:5]([CH2:12][O:13][CH2:14][CH2:15][Si:16]([CH3:19])([CH3:18])[CH3:17])[C:6]=1[CH:7]=[O:8], predict the reactants needed to synthesize it. The reactants are: [Br:1][C:2]1[CH:3]=[N:4][NH:5][C:6]=1[CH:7]=[O:8].[H-].[Na+].Cl[CH2:12][O:13][CH2:14][CH2:15][Si:16]([CH3:19])([CH3:18])[CH3:17].C([O-])(O)=O.[Na+].